Dataset: Reaction yield outcomes from USPTO patents with 853,638 reactions. Task: Predict the reaction yield, written as a fraction of the theoretical maximum amount of product (1.0 means a 100% yield; for example, 0.34 means a 34% yield). (1) The reactants are C([Li])CCCCC.I[C:9]1[CH:14]=[CH:13][CH:12]=[CH:11][C:10]=1[C:15]1[C:20]([CH:21]([CH3:23])[CH3:22])=[CH:19][C:18]([CH:24]([CH3:26])[CH3:25])=[CH:17][C:16]=1[CH:27]([CH3:29])[CH3:28].[P:30](Cl)([O:34]CC)[O:31][CH2:32][CH3:33].Cl. The catalyst is C1COCC1. The product is [CH:21]([C:20]1[CH:19]=[C:18]([CH:24]([CH3:25])[CH3:26])[CH:17]=[C:16]([CH:27]([CH3:29])[CH3:28])[C:15]=1[C:10]1[CH:11]=[CH:12][CH:13]=[CH:14][C:9]=1[PH:30](=[O:34])[O:31][CH2:32][CH3:33])([CH3:22])[CH3:23]. The yield is 0.940. (2) The reactants are [NH2:1][C:2]([CH3:6])([CH3:5])[CH2:3][OH:4].[C:7](Cl)(=[O:11])[CH2:8][CH2:9][CH3:10]. No catalyst specified. The product is [OH:4][CH2:3][C:2]([NH:1][C:7](=[O:11])[CH2:8][CH2:9][CH3:10])([CH3:6])[CH3:5]. The yield is 0.320. (3) The reactants are [NH:1]([C:3]1[N:4]=[C:5]2[CH:25]=[C:24]([N+:26]([O-:28])=[O:27])[CH:23]=[N:22][C:6]2=[N:7][C:8]=1[N:9]1[CH2:12][CH:11]([N:13]([CH3:21])[C:14](=[O:20])[O:15][C:16]([CH3:19])([CH3:18])[CH3:17])[CH2:10]1)[NH2:2].[CH:29](OC)(OC)OC. The catalyst is CCOCC. The product is [CH3:21][N:13]([CH:11]1[CH2:12][N:9]([C:8]2[C:3]3[N:4]([CH:29]=[N:2][N:1]=3)[C:5]3[CH:25]=[C:24]([N+:26]([O-:28])=[O:27])[CH:23]=[N:22][C:6]=3[N:7]=2)[CH2:10]1)[C:14](=[O:20])[O:15][C:16]([CH3:17])([CH3:19])[CH3:18]. The yield is 0.660. (4) The reactants are [OH:1][C:2]1[C:7]2[CH2:8][CH:9]=[CH:10][C:11]3[C:12](=[CH:13][C:14]4[CH:15]=[CH:16][N:17]([CH3:20])[C:18]=4[CH:19]=3)[C:6]=2[N:5]([CH3:21])[C:4](=[O:22])[C:3]=1[C:23]([OH:25])=[O:24].N1C2C(=CC=CC=2)CC1. The catalyst is CCOC(C)=O.C(Cl)Cl.O=[Pt]=O. The product is [OH:1][C:2]1[C:7]2[CH2:8][CH2:9][CH2:10][C:11]3[C:12](=[CH:13][C:14]4[CH2:15][CH2:16][N:17]([CH3:20])[C:18]=4[CH:19]=3)[C:6]=2[N:5]([CH3:21])[C:4](=[O:22])[C:3]=1[C:23]([OH:25])=[O:24]. The yield is 0.260. (5) The reactants are [NH2:1][C:2]1[CH:7]=[CH:6][C:5]([CH2:8][C:9]#[N:10])=[CH:4][CH:3]=1.[N-:11]=[N+:12]=[N-:13].[Na+].[Cl-].[NH4+].C(Cl)Cl. The catalyst is CN(C=O)C.O. The product is [NH:11]1[C:9]([CH2:8][C:5]2[CH:6]=[CH:7][C:2]([NH2:1])=[CH:3][CH:4]=2)=[N:10][N:13]=[N:12]1. The yield is 0.0800. (6) The reactants are [Cl:1][C:2]1[C:11]([N:12]2C(C)=CC=C2C)=[CH:10][CH:9]=[C:8]([F:19])[C:3]=1[C:4]([O:6][CH3:7])=[O:5].NO.Cl.C(N(CC)CC)C.CC(=O)OCC. The catalyst is C(O)C.O. The product is [NH2:12][C:11]1[C:2]([Cl:1])=[C:3]([C:8]([F:19])=[CH:9][CH:10]=1)[C:4]([O:6][CH3:7])=[O:5]. The yield is 0.950. (7) The product is [CH3:1][O:2][C:3]1[CH:8]=[CH:7][C:6]([N:9]2[C:13]3[CH:14]=[CH:15][CH:16]=[CH:17][C:12]=3[N:11]=[C:10]2[CH2:18][N:19]([CH:20]([CH3:21])[CH3:22])[C:27]([C:26]2[C:25]([CH3:24])=[CH:33][C:32]([CH3:34])=[CH:31][C:30]=2[CH3:35])=[O:28])=[C:5]([CH3:23])[CH:4]=1. The reactants are [CH3:1][O:2][C:3]1[CH:8]=[CH:7][C:6]([N:9]2[C:13]3[CH:14]=[CH:15][CH:16]=[CH:17][C:12]=3[N:11]=[C:10]2[CH2:18][NH:19][CH:20]([CH3:22])[CH3:21])=[C:5]([CH3:23])[CH:4]=1.[CH3:24][C:25]1[CH:33]=[C:32]([CH3:34])[CH:31]=[C:30]([CH3:35])[C:26]=1[C:27](Cl)=[O:28].ClC(Cl)C. The yield is 0.920. The catalyst is C(=O)([O-])[O-].[Na+].[Na+].